From a dataset of Full USPTO retrosynthesis dataset with 1.9M reactions from patents (1976-2016). Predict the reactants needed to synthesize the given product. (1) Given the product [Cl:8][C:6]1[N:7]=[C:2]([C:22]#[N:23])[C:3](=[O:21])[N:4]([CH2:17][CH:18]([CH3:20])[CH3:19])[C:5]=1[C:9]1[C:14]([F:15])=[CH:13][CH:12]=[CH:11][C:10]=1[F:16], predict the reactants needed to synthesize it. The reactants are: Cl[C:2]1[C:3](=[O:21])[N:4]([CH2:17][CH:18]([CH3:20])[CH3:19])[C:5]([C:9]2[C:14]([F:15])=[CH:13][CH:12]=[CH:11][C:10]=2[F:16])=[C:6]([Cl:8])[N:7]=1.[C-:22]#[N:23].[Na+]. (2) Given the product [CH2:1]([CH:3]1[CH2:7][C:6]2([O:16][CH2:15][CH2:14][O:8]2)[CH2:5][CH:4]1[C:9]([O:11][CH2:12][CH3:13])=[O:10])[CH3:2], predict the reactants needed to synthesize it. The reactants are: [CH2:1]([CH:3]1[CH2:7][C:6](=[O:8])[CH2:5][CH:4]1[C:9]([O:11][CH2:12][CH3:13])=[O:10])[CH3:2].[CH2:14](O)[CH2:15][OH:16].C(OC(OCC)OCC)C.O.C1(C)C=CC(S(O)(=O)=O)=CC=1. (3) Given the product [C:1]([N:9]([CH3:48])[C:10]1[CH:47]=[CH:46][C:13]2[N:14]([CH2:30][C@H:31]([OH:38])[C:32]3[CH:37]=[CH:36][CH:35]=[CH:34][CH:33]=3)[C:15]([NH:17][C:18]([C:20]3[S:21][C:22]([C:25]4[O:29][CH:28]=[N:27][CH:26]=4)=[CH:23][CH:24]=3)=[O:19])=[N:16][C:12]=2[CH:11]=1)(=[O:8])[C:2]1[CH:3]=[CH:4][CH:5]=[CH:6][CH:7]=1, predict the reactants needed to synthesize it. The reactants are: [C:1]([N:9]([CH3:48])[C:10]1[CH:47]=[CH:46][C:13]2[N:14]([CH2:30][C@H:31]([O:38][Si](C(C)(C)C)(C)C)[C:32]3[CH:37]=[CH:36][CH:35]=[CH:34][CH:33]=3)[C:15]([NH:17][C:18]([C:20]3[S:21][C:22]([C:25]4[O:29][CH:28]=[N:27][CH:26]=4)=[CH:23][CH:24]=3)=[O:19])=[N:16][C:12]=2[CH:11]=1)(=[O:8])[C:2]1[CH:7]=[CH:6][CH:5]=[CH:4][CH:3]=1.CCCC[N+](CCCC)(CCCC)CCCC.[F-].[NH4+].[Cl-].